This data is from Full USPTO retrosynthesis dataset with 1.9M reactions from patents (1976-2016). The task is: Predict the reactants needed to synthesize the given product. (1) Given the product [CH2:1]([O:3][CH2:4][O:5][C:6]([C:9]1[CH:14]=[CH:13][C:12]([C:15](=[O:18])[CH3:16])=[CH:11][C:10]=1[B:23]1[O:27][C:26]([CH3:29])([CH3:28])[C:25]([CH3:30])([CH3:31])[O:24]1)([CH3:7])[CH3:8])[CH3:2], predict the reactants needed to synthesize it. The reactants are: [CH2:1]([O:3][CH2:4][O:5][C:6]([C:9]1[CH:14]=[CH:13][C:12]([C:15]([O:18]COCC)(C)[CH3:16])=[CH:11][C:10]=1[B:23]1[O:27][C:26]([CH3:29])([CH3:28])[C:25]([CH3:31])([CH3:30])[O:24]1)([CH3:8])[CH3:7])[CH3:2].Cl. (2) The reactants are: [CH2:1]([O:8][C:9]1[C:10]([O:24][CH3:25])=[CH:11][C:12]([Br:23])=[C:13]([CH:15]([CH:17]2[CH2:22][CH2:21][CH2:20][CH2:19][CH2:18]2)[OH:16])[CH:14]=1)[C:2]1[CH:7]=[CH:6][CH:5]=[CH:4][CH:3]=1.C(N(CC)CC)C.CS(C)=O.O. Given the product [CH2:1]([O:8][C:9]1[C:10]([O:24][CH3:25])=[CH:11][C:12]([Br:23])=[C:13]([C:15]([CH:17]2[CH2:22][CH2:21][CH2:20][CH2:19][CH2:18]2)=[O:16])[CH:14]=1)[C:2]1[CH:3]=[CH:4][CH:5]=[CH:6][CH:7]=1, predict the reactants needed to synthesize it. (3) Given the product [CH:2]1([NH:7][N:8]=[C:19]2[CH2:20][CH2:21][N:16]([C:9]([O:11][C:12]([CH3:15])([CH3:14])[CH3:13])=[O:10])[CH2:17][CH2:18]2)[CH2:6][CH2:5][CH2:4][CH2:3]1, predict the reactants needed to synthesize it. The reactants are: Cl.[CH:2]1([NH:7][NH2:8])[CH2:6][CH2:5][CH2:4][CH2:3]1.[C:9]([N:16]1[CH2:21][CH2:20][C:19](=O)[CH2:18][CH2:17]1)([O:11][C:12]([CH3:15])([CH3:14])[CH3:13])=[O:10].C([O-])([O-])=O.[K+].[K+]. (4) Given the product [CH3:30][O:31][C:32]1[CH:33]=[C:34](/[C:35](=[CH:28]/[C:26]2[S:27][C:23]([N:20]3[CH2:19][CH2:18][N:17]([CH3:16])[CH2:22][CH2:21]3)=[CH:24][CH:25]=2)/[C:36]#[N:37])[CH:38]=[CH:39][C:40]=1[O:41][CH3:42], predict the reactants needed to synthesize it. The reactants are: CN1CCNCC1.BrC1SC(C=O)=CC=1.[CH3:16][N:17]1[CH2:22][CH2:21][N:20]([C:23]2[S:27][C:26]([CH:28]=O)=[CH:25][CH:24]=2)[CH2:19][CH2:18]1.[CH3:30][O:31][C:32]1[CH:33]=[C:34]([CH:38]=[CH:39][C:40]=1[O:41][CH3:42])[CH2:35][C:36]#[N:37].